This data is from Forward reaction prediction with 1.9M reactions from USPTO patents (1976-2016). The task is: Predict the product of the given reaction. (1) Given the reactants [CH2:1]([O:8][C:9]1[CH:14]=[CH:13][C:12](/[CH:15]=[CH:16]/[C:17]([C:19]2[CH:24]=[CH:23][C:22]([O:25][CH2:26][O:27][CH3:28])=[CH:21][C:20]=2[OH:29])=[O:18])=[CH:11][C:10]=1[O:30][CH2:31][O:32][CH3:33])[C:2]1[CH:7]=[CH:6][CH:5]=[CH:4][CH:3]=1.[OH-:34].[Na+].OO, predict the reaction product. The product is: [CH2:1]([O:8][C:9]1[CH:14]=[CH:13][C:12]([C:15]2[O:29][C:20]3[C:19]([C:17](=[O:18])[C:16]=2[OH:34])=[CH:24][CH:23]=[C:22]([O:25][CH2:26][O:27][CH3:28])[CH:21]=3)=[CH:11][C:10]=1[O:30][CH2:31][O:32][CH3:33])[C:2]1[CH:7]=[CH:6][CH:5]=[CH:4][CH:3]=1. (2) The product is: [O:1]1[C:8]2[CH:7]=[C:6]([C:9]([O:11][CH2:12][CH2:13][O:14][C:19](=[O:20])[CH2:18][CH2:17][CH2:16][Cl:15])=[O:10])[NH:5][C:4]=2[CH:3]=[CH:2]1. Given the reactants [O:1]1[C:8]2[CH:7]=[C:6]([C:9]([O:11][CH2:12][CH2:13][OH:14])=[O:10])[NH:5][C:4]=2[CH:3]=[CH:2]1.[Cl:15][CH2:16][CH2:17][CH2:18][C:19](O)=[O:20], predict the reaction product. (3) Given the reactants [C:1]([C:3]1[CH:4]=[C:5]([CH:9]=[CH:10][CH:11]=1)[C:6](Cl)=[O:7])#[CH:2].[C:12]1([SH:18])[CH:17]=[CH:16][CH:15]=[CH:14][CH:13]=1.[Na], predict the reaction product. The product is: [C:1]([C:3]1[CH:4]=[C:5]([CH:9]=[CH:10][CH:11]=1)[C:6]([S:18][C:12]1[CH:17]=[CH:16][CH:15]=[CH:14][CH:13]=1)=[O:7])#[CH:2].